Dataset: Full USPTO retrosynthesis dataset with 1.9M reactions from patents (1976-2016). Task: Predict the reactants needed to synthesize the given product. (1) Given the product [CH3:1][O:2][C:3]1[CH:12]=[CH:11][C:10]2[C:5](=[CH:6][C:7]([NH2:13])=[CH:8][CH:9]=2)[N:4]=1, predict the reactants needed to synthesize it. The reactants are: [CH3:1][O:2][C:3]1[CH:12]=[CH:11][C:10]2[C:5](=[CH:6][C:7]([N+:13]([O-])=O)=[CH:8][CH:9]=2)[N:4]=1. (2) The reactants are: [C:1]([CH2:3][C:4]1[CH:9]=[CH:8][C:7]([NH:10][C:11]2[CH:19]=[CH:18][C:14]([C:15]([NH2:17])=[O:16])=[CH:13][N:12]=2)=[CH:6][CH:5]=1)#[N:2].O1CCCC1. Given the product [NH2:2][CH2:1][CH2:3][C:4]1[CH:5]=[CH:6][C:7]([NH:10][C:11]2[CH:19]=[CH:18][C:14]([C:15]([NH2:17])=[O:16])=[CH:13][N:12]=2)=[CH:8][CH:9]=1, predict the reactants needed to synthesize it. (3) Given the product [Cl:40][C:41]1[CH:48]=[CH:47][C:44]([CH:45]([OH:46])[C:10]2[C:11]3[C:16](=[O:17])[N:15]([CH2:18][CH2:19][CH2:20][O:21][CH:22]4[CH2:27][CH2:26][CH2:25][CH2:24][O:23]4)[C:14](=[O:28])[N:13]([CH3:29])[C:12]=3[N:30]=[CH:31][C:9]=2[O:8][C:4]2[CH:5]=[N:6][CH:7]=[C:2]([Cl:1])[CH:3]=2)=[CH:43][CH:42]=1, predict the reactants needed to synthesize it. The reactants are: [Cl:1][C:2]1[CH:3]=[C:4]([O:8][C:9]2[CH:31]=[N:30][C:12]3[N:13]([CH3:29])[C:14](=[O:28])[N:15]([CH2:18][CH2:19][CH2:20][O:21][CH:22]4[CH2:27][CH2:26][CH2:25][CH2:24][O:23]4)[C:16](=[O:17])[C:11]=3[CH:10]=2)[CH:5]=[N:6][CH:7]=1.[Li+].CC([N-]C(C)C)C.[Cl:40][C:41]1[CH:48]=[CH:47][C:44]([CH:45]=[O:46])=[CH:43][CH:42]=1. (4) The reactants are: [NH2:1][CH2:2][C@@H:3]1[C@H:8]([CH3:9])[CH2:7][CH2:6][CH2:5][N:4]1[C:10]([C:12]1[C:17]([C:18]2[CH:19]=[N:20][CH:21]=[CH:22][CH:23]=2)=[CH:16][CH:15]=[C:14]([CH3:24])[N:13]=1)=[O:11].Cl[C:26]1[N:31]=[CH:30][C:29]([C:32]([F:35])([F:34])[F:33])=[CH:28][N:27]=1. Given the product [CH3:9][C@@H:8]1[CH2:7][CH2:6][CH2:5][N:4]([C:10]([C:12]2[C:17]([C:18]3[CH:19]=[N:20][CH:21]=[CH:22][CH:23]=3)=[CH:16][CH:15]=[C:14]([CH3:24])[N:13]=2)=[O:11])[C@@H:3]1[CH2:2][NH:1][C:26]1[N:31]=[CH:30][C:29]([C:32]([F:35])([F:34])[F:33])=[CH:28][N:27]=1, predict the reactants needed to synthesize it. (5) Given the product [CH2:4]([O:6][C:7]1[CH:12]=[CH:11][C:10]([C@@H:13]2[CH2:21][C@H:14]2[C:15]([O:17][CH3:18])=[O:16])=[CH:9][CH:8]=1)[CH3:5], predict the reactants needed to synthesize it. The reactants are: [N+](=C)=[N-].[CH2:4]([O:6][C:7]1[CH:12]=[CH:11][C:10](/[CH:13]=[CH:14]/[C:15]([O:17][CH3:18])=[O:16])=[CH:9][CH:8]=1)[CH3:5].[OH-].[K+].[CH2:21](OCCOCCO)C.C(O)(C)C.C(=O)=O.C(O)CO.C(=O)=O.CC1C=CC(S(N(N=O)C)(=O)=O)=CC=1. (6) Given the product [CH:27]1([NH:26][C:22]2[N:21]=[CH:20][N:19]=[C:18]3[C:23]=2[N:24]=[CH:25][N:17]3[C@@H:15]2[CH2:16][C@H:12]([NH:11][C:38](=[O:37])[CH2:39][OH:40])[C@@H:13]([OH:33])[C@H:14]2[OH:32])[CH2:31][CH2:30][CH2:29][CH2:28]1, predict the reactants needed to synthesize it. The reactants are: CCN(C(C)C)C(C)C.Cl.[NH2:11][C@H:12]1[CH2:16][C@@H:15]([N:17]2[CH:25]=[N:24][C:23]3[C:18]2=[N:19][CH:20]=[N:21][C:22]=3[NH:26][CH:27]2[CH2:31][CH2:30][CH2:29][CH2:28]2)[C@H:14]([OH:32])[C@@H:13]1[OH:33].C([O:37][CH2:38][C:39](Cl)=[O:40])(=O)C.C(=O)([O-])[O-].[K+].[K+]. (7) Given the product [CH3:3][Si:4]([CH3:17])([CH3:16])[CH2:5][CH2:6][O:7][CH2:8][N:9]1[CH:13]=[CH:12][N:11]=[C:10]1[CH2:14][OH:15], predict the reactants needed to synthesize it. The reactants are: [BH4-].[Na+].[CH3:3][Si:4]([CH3:17])([CH3:16])[CH2:5][CH2:6][O:7][CH2:8][N:9]1[CH:13]=[CH:12][N:11]=[C:10]1[CH:14]=[O:15].C(OCC)(=O)C.O. (8) Given the product [Cl:1][C:2]1[CH:3]=[CH:4][C:5]([C:8]2[N:9]([C:10]3[CH:15]=[CH:14][C:13]([S:16]([CH3:19])(=[O:17])=[O:18])=[CH:12][CH:11]=3)[CH:34]=[C:33]([C:32]3[CH:31]=[CH:30][C:29]([O:28][C:27]([F:26])([F:39])[F:40])=[CH:38][CH:37]=3)[N:20]=2)=[CH:6][CH:7]=1, predict the reactants needed to synthesize it. The reactants are: [Cl:1][C:2]1[CH:7]=[CH:6][C:5]([C:8](=[NH:20])[NH:9][C:10]2[CH:15]=[CH:14][C:13]([S:16]([CH3:19])(=[O:18])=[O:17])=[CH:12][CH:11]=2)=[CH:4][CH:3]=1.C(=O)(O)[O-].[Na+].[F:26][C:27]([F:40])([F:39])[O:28][C:29]1[CH:38]=[CH:37][C:32]([C:33](=O)[CH2:34]Br)=[CH:31][CH:30]=1. (9) Given the product [Br:25][CH2:26][CH2:27][CH2:28][CH2:29][CH2:30][CH2:31][O:22][C:21]([CH2:20][C:5]1([CH2:4][C:1]([O:3][CH2:31][CH2:30][CH2:29][CH2:28][CH2:27][CH2:26][Br:25])=[O:2])[CH2:10][CH2:9][CH:8]([CH:11]2[CH2:16][CH2:15][CH:14]([CH2:17][CH2:18][CH3:19])[CH2:13][CH2:12]2)[CH2:7][CH2:6]1)=[O:23], predict the reactants needed to synthesize it. The reactants are: [C:1]([CH2:4][C:5]1([CH2:20][C:21]([OH:23])=[O:22])[CH2:10][CH2:9][CH:8]([CH:11]2[CH2:16][CH2:15][CH:14]([CH2:17][CH2:18][CH3:19])[CH2:13][CH2:12]2)[CH2:7][CH2:6]1)([OH:3])=[O:2].O.[Br:25][CH2:26][CH2:27][CH2:28][CH2:29][CH2:30][CH2:31]O.